The task is: Predict the product of the given reaction.. This data is from Forward reaction prediction with 1.9M reactions from USPTO patents (1976-2016). Given the reactants [CH:1]([NH2:4])([CH3:3])[CH3:2].[Cl:5][C:6]1[N:11]=[C:10](Cl)[CH:9]=[C:8]([CH2:13][O:14][CH2:15][C:16]([F:19])([F:18])[F:17])[N:7]=1, predict the reaction product. The product is: [Cl:5][C:6]1[N:11]=[C:10]([NH:4][CH:1]([CH3:3])[CH3:2])[CH:9]=[C:8]([CH2:13][O:14][CH2:15][C:16]([F:19])([F:18])[F:17])[N:7]=1.